This data is from Full USPTO retrosynthesis dataset with 1.9M reactions from patents (1976-2016). The task is: Predict the reactants needed to synthesize the given product. (1) Given the product [Cl:12][C:9]1[CH:10]=[CH:11][C:6]([N:5]=[C:3]([Cl:31])[C:2]([F:14])([F:13])[F:1])=[CH:7][CH:8]=1, predict the reactants needed to synthesize it. The reactants are: [F:1][C:2]([F:14])([F:13])[C:3]([NH:5][C:6]1[CH:11]=[CH:10][C:9]([Cl:12])=[CH:8][CH:7]=1)=O.P([Cl:31])(OC1C=CC=CC=1)(OC1C=CC=CC=1)=O.C(N(CC)CC)C.C(#N)C. (2) Given the product [ClH:8].[Cl:8][C:9]1[CH:10]=[CH:11][C:12]([S:41]([CH2:44][CH3:45])(=[O:42])=[O:43])=[C:13]([NH:14][NH:15][C:16](=[O:17])[C:18]2[CH:37]=[CH:36][C:21]([NH:22][CH:23]3[CH2:28][CH2:27][NH:26][CH2:25][CH2:24]3)=[C:20]([O:38][CH3:39])[CH:19]=2)[CH:40]=1, predict the reactants needed to synthesize it. The reactants are: C(O)(C(F)(F)F)=O.[Cl:8][C:9]1[CH:10]=[CH:11][C:12]([S:41]([CH2:44][CH3:45])(=[O:43])=[O:42])=[C:13]([CH:40]=1)[NH:14][NH:15][C:16]([C:18]1[CH:37]=[CH:36][C:21]([NH:22][CH:23]2[CH2:28][CH2:27][N:26](C(OC(C)(C)C)=O)[CH2:25][CH2:24]2)=[C:20]([O:38][CH3:39])[CH:19]=1)=[O:17]. (3) Given the product [Br:1][CH2:8][CH2:7][NH:4][S:13]([C:10]([CH3:12])([CH3:11])[CH3:9])=[O:14], predict the reactants needed to synthesize it. The reactants are: [Br-:1].C([N:4]([CH2:7][CH3:8])CC)C.[CH3:9][C:10]([S:13](Cl)=[O:14])([CH3:12])[CH3:11]. (4) Given the product [OH:48][C:41]1[C:40]([CH2:39][NH:38][C:8]([C:6]2[CH:5]=[CH:4][N:3]([C@@H:11]([C:13]3[CH:18]=[CH:17][CH:16]=[CH:15][CH:14]=3)[CH3:12])[C:2](=[O:1])[CH:7]=2)=[O:10])=[C:45]([CH3:46])[CH:44]=[C:43]([CH3:47])[N:42]=1, predict the reactants needed to synthesize it. The reactants are: [O:1]=[C:2]1[CH:7]=[C:6]([C:8]([OH:10])=O)[CH:5]=[CH:4][N:3]1[C@@H:11]([C:13]1[CH:18]=[CH:17][CH:16]=[CH:15][CH:14]=1)[CH3:12].Cl.CN(C)CCCN=C=NCC.C(N(CC)CC)C.[NH2:38][CH2:39][C:40]1[C:41]([OH:48])=[N:42][C:43]([CH3:47])=[CH:44][C:45]=1[CH3:46].